This data is from Reaction yield outcomes from USPTO patents with 853,638 reactions. The task is: Predict the reaction yield, written as a fraction of the theoretical maximum amount of product (1.0 means a 100% yield; for example, 0.34 means a 34% yield). The reactants are [F:1][C:2]1[CH:10]=[C:9]([C:11]#[N:12])[CH:8]=[CH:7][C:3]=1[C:4]([OH:6])=O.[NH2:13][C:14]1[CH:19]=[CH:18][C:17]([Cl:20])=[CH:16][C:15]=1[C:21]([NH:23][C:24]1[CH:29]=[CH:28][C:27]([Cl:30])=[CH:26][N:25]=1)=[O:22].N1C=CC=CC=1. The catalyst is S(Cl)(Cl)=O.ClCCl. The product is [Cl:20][C:17]1[CH:18]=[CH:19][C:14]([NH:13][C:4]([C:3]2[CH:7]=[CH:8][C:9]([C:11]#[N:12])=[CH:10][C:2]=2[F:1])=[O:6])=[C:15]([C:21](=[O:22])[NH:23][C:24]2[CH:29]=[CH:28][C:27]([Cl:30])=[CH:26][N:25]=2)[CH:16]=1. The yield is 0.780.